From a dataset of Full USPTO retrosynthesis dataset with 1.9M reactions from patents (1976-2016). Predict the reactants needed to synthesize the given product. Given the product [ClH:1].[ClH:35].[Cl:1][C:2]1[CH:3]=[C:4](/[CH:23]=[CH:24]/[C:25]([NH:27][OH:28])=[O:26])[CH:5]=[N:6][C:7]=1[NH:8][CH:9]1[CH2:14][CH2:13][N:12]([CH2:15][C:16]2[CH:21]=[CH:20][C:19]([CH3:22])=[CH:18][CH:17]=2)[CH2:11][CH2:10]1, predict the reactants needed to synthesize it. The reactants are: [Cl:1][C:2]1[CH:3]=[C:4](/[CH:23]=[CH:24]/[C:25]([NH:27][O:28]C2CCCCO2)=[O:26])[CH:5]=[N:6][C:7]=1[NH:8][CH:9]1[CH2:14][CH2:13][N:12]([CH2:15][C:16]2[CH:21]=[CH:20][C:19]([CH3:22])=[CH:18][CH:17]=2)[CH2:11][CH2:10]1.[ClH:35].